This data is from Forward reaction prediction with 1.9M reactions from USPTO patents (1976-2016). The task is: Predict the product of the given reaction. Given the reactants CN(C(ON1N=NC2C=CC=NC1=2)=[N+](C)C)C.F[P-](F)(F)(F)(F)F.[Br:25][C:26]1[CH:34]=[CH:33][C:29]([C:30](O)=[O:31])=[C:28]([NH:35][S:36]([C:39]2[C:40]3[N:41]=[CH:42][CH:43]=[N:44][C:45]=3[CH:46]=[CH:47][CH:48]=2)(=[O:38])=[O:37])[CH:27]=1.Cl.[F:50][C:51]1[CH:56]=[C:55]([F:57])[CH:54]=[CH:53][C:52]=1[C@H:58]([NH2:63])[C:59]([F:62])([F:61])[F:60], predict the reaction product. The product is: [Br:25][C:26]1[CH:34]=[CH:33][C:29]([C:30]([NH:63][C@@H:58]([C:52]2[CH:53]=[CH:54][C:55]([F:57])=[CH:56][C:51]=2[F:50])[C:59]([F:60])([F:62])[F:61])=[O:31])=[C:28]([NH:35][S:36]([C:39]2[C:40]3[N:41]=[CH:42][CH:43]=[N:44][C:45]=3[CH:46]=[CH:47][CH:48]=2)(=[O:37])=[O:38])[CH:27]=1.